Dataset: Catalyst prediction with 721,799 reactions and 888 catalyst types from USPTO. Task: Predict which catalyst facilitates the given reaction. Reactant: [CH2:1]([O:3][C:4]([C:6]1[N:7]=[C:8]([SH:11])[NH:9][CH:10]=1)=[O:5])[CH3:2].C(=O)([O-])[O-].[K+].[K+].[C:18]([C:20]1[CH:29]=[CH:28][C:23]([C:24](=[O:27])[CH2:25]Br)=[CH:22][CH:21]=1)#[N:19]. Product: [C:18]([C:20]1[CH:29]=[CH:28][C:23]([C:24](=[O:27])[CH2:25][S:11][C:8]2[NH:7][C:6]([C:4]([O:3][CH2:1][CH3:2])=[O:5])=[CH:10][N:9]=2)=[CH:22][CH:21]=1)#[N:19]. The catalyst class is: 10.